Dataset: Forward reaction prediction with 1.9M reactions from USPTO patents (1976-2016). Task: Predict the product of the given reaction. (1) Given the reactants [F:1][C:2]1[CH:3]=[C:4]2[C:9](=[CH:10][CH:11]=1)[N:8]=[CH:7][C:6]([C:12]1[CH:13]=[N:14][N:15]3[C:20]([N:21](COCC[Si](C)(C)C)COCC[Si](C)(C)C)=[CH:19][C:18]([CH:38]([NH:40][CH:41]4[CH2:46][CH2:45][O:44][CH2:43][CH2:42]4)[CH3:39])=[N:17][C:16]=13)=[CH:5]2.Cl.C(O)CO.C([O-])(O)=O.[Na+], predict the reaction product. The product is: [F:1][C:2]1[CH:3]=[C:4]2[C:9](=[CH:10][CH:11]=1)[N:8]=[CH:7][C:6]([C:12]1[CH:13]=[N:14][N:15]3[C:20]([NH2:21])=[CH:19][C:18]([CH:38]([NH:40][CH:41]4[CH2:42][CH2:43][O:44][CH2:45][CH2:46]4)[CH3:39])=[N:17][C:16]=13)=[CH:5]2. (2) Given the reactants C[O:2][C:3]([C:5]1[C:13]2[NH:12][C:11]([C:14]3[C:15](=[O:30])[NH:16][CH:17]=[CH:18][C:19]=3[NH:20][CH2:21][CH2:22][C:23]3[CH:28]=[CH:27][CH:26]=[C:25]([Cl:29])[CH:24]=3)=[N:10][C:9]=2[CH:8]=[CH:7][CH:6]=1)=[O:4].[Li+].[OH-].C1COCC1.O[C@@H](C1C=CC=CC=1)CNC1C=CNC(=O)C=1C1NC2C(C(O)=O)=CC=CC=2N=1, predict the reaction product. The product is: [Cl:29][C:25]1[CH:24]=[C:23]([CH2:22][CH2:21][NH:20][C:19]2[CH:18]=[CH:17][NH:16][C:15](=[O:30])[C:14]=2[C:11]2[NH:12][C:13]3[C:5]([C:3]([OH:4])=[O:2])=[CH:6][CH:7]=[CH:8][C:9]=3[N:10]=2)[CH:28]=[CH:27][CH:26]=1. (3) Given the reactants [C:1]1(C)[CH:6]=[CH:5][C:4]([O:7][CH2:8][C:9]([Cl:11])=[O:10])=[CH:3][CH:2]=1.[CH2:13](C(OC1C=CC=CC=1C)C(O)=O)C.O=S(Cl)Cl, predict the reaction product. The product is: [C:3]1([CH3:13])[CH:2]=[CH:1][CH:6]=[CH:5][C:4]=1[O:7][CH2:8][C:9]([Cl:11])=[O:10]. (4) Given the reactants [Cl:1][C:2]1[CH:3]=[C:4]([CH:35]=[CH:36][C:37]=1[O:38][CH3:39])[CH2:5][NH:6][C:7]1[C:12]([C:13]([O:15][CH2:16][CH2:17][O:18][CH2:19][C:20]2[CH:25]=[CH:24][CH:23]=[CH:22][CH:21]=2)=[O:14])=[C:11]([N:26]2[CH2:31][CH2:30][CH:29]([OH:32])[CH2:28][CH2:27]2)[N:10]=[C:9]([S:33][CH3:34])[N:8]=1.ClC1C=CC=C(C(OO)=[O:48])C=1, predict the reaction product. The product is: [Cl:1][C:2]1[CH:3]=[C:4]([CH:35]=[CH:36][C:37]=1[O:38][CH3:39])[CH2:5][NH:6][C:7]1[C:12]([C:13]([O:15][CH2:16][CH2:17][O:18][CH2:19][C:20]2[CH:25]=[CH:24][CH:23]=[CH:22][CH:21]=2)=[O:14])=[C:11]([N:26]2[CH2:31][CH2:30][CH:29]([OH:32])[CH2:28][CH2:27]2)[N:10]=[C:9]([S:33]([CH3:34])=[O:48])[N:8]=1. (5) Given the reactants [Cl:1][C:2]1[CH:7]=[CH:6][C:5]([C:8]2[N:12]([C:13]3[CH:18]=[CH:17][C:16]([S:19]([NH2:22])(=[O:21])=[O:20])=[CH:15][CH:14]=3)[N:11]=[C:10]([CH2:23]Cl)[CH:9]=2)=[CH:4][CH:3]=1.[C-:25]#[N:26].[Na+], predict the reaction product. The product is: [Cl:1][C:2]1[CH:3]=[CH:4][C:5]([C:8]2[N:12]([C:13]3[CH:14]=[CH:15][C:16]([S:19]([NH2:22])(=[O:20])=[O:21])=[CH:17][CH:18]=3)[N:11]=[C:10]([CH2:23][C:25]#[N:26])[CH:9]=2)=[CH:6][CH:7]=1. (6) Given the reactants [CH3:1][Si:2]([CH3:5])([CH3:4])Cl.[C:6]1([OH:12])[CH:11]=[CH:10][CH:9]=[CH:8][CH:7]=1.C(N(CC)CC)C, predict the reaction product. The product is: [O:12]([Si:2]([CH3:5])([CH3:4])[CH3:1])[C:6]1[CH:11]=[CH:10][CH:9]=[CH:8][CH:7]=1. (7) Given the reactants [H-].[Al+3].[Li+].[H-].[H-].[H-].[CH3:7][C:8]1[CH:16]=[CH:15][C:14]2[NH:13][C:12]3[CH2:17][CH2:18][CH2:19][NH:20][C:21](=O)[C:11]=3[C:10]=2[CH:9]=1.O1CCOC[CH2:24]1, predict the reaction product. The product is: [CH3:24][N:20]1[CH2:19][CH2:18][CH2:17][C:12]2[NH:13][C:14]3[CH:15]=[CH:16][C:8]([CH3:7])=[CH:9][C:10]=3[C:11]=2[CH2:21]1. (8) Given the reactants C([O:5][C:6](=[O:30])[C@H:7]1[CH2:11][CH2:10][CH2:9][N:8]1[S:12]([C:15]1[CH:24]=[C:23]2[C:18]([C:19]([Cl:29])=[CH:20][N:21]=[C:22]2[NH:25][C:26]([NH2:28])=[NH:27])=[CH:17][CH:16]=1)(=[O:14])=[O:13])(C)(C)C, predict the reaction product. The product is: [ClH:29].[Cl:29][C:19]1[C:18]2[C:23](=[CH:24][C:15]([S:12]([N:8]3[CH2:9][CH2:10][CH2:11][C@@H:7]3[C:6]([OH:30])=[O:5])(=[O:14])=[O:13])=[CH:16][CH:17]=2)[C:22]([NH:25][C:26]([NH2:28])=[NH:27])=[N:21][CH:20]=1. (9) Given the reactants [F:1][C:2]1[CH:3]=[CH:4][C:5]([O:20][CH3:21])=[C:6]([C:8]([CH3:19])([CH3:18])[CH2:9][C:10]([OH:17])([C:13]([F:16])([F:15])[F:14])[CH:11]=O)[CH:7]=1.[NH2:22][C:23]1[CH:32]=[CH:31][CH:30]=[C:29]2[C:24]=1[CH:25]=[N:26][C:27]([CH3:33])=[N:28]2, predict the reaction product. The product is: [F:1][C:2]1[CH:3]=[CH:4][C:5]([O:20][CH3:21])=[C:6]([C:8]([CH3:19])([CH3:18])[CH2:9][C:10]([C:13]([F:16])([F:15])[F:14])([OH:17])[CH:11]=[N:22][C:23]2[CH:32]=[CH:31][CH:30]=[C:29]3[C:24]=2[CH:25]=[N:26][C:27]([CH3:33])=[N:28]3)[CH:7]=1. (10) Given the reactants C1([C:7]([OH:17])([CH:11]2[CH2:16][CH2:15][O:14][CH2:13][CH2:12]2)[C:8]([NH2:10])=[O:9])CCCCC1.[H-].[Na+].[O:20]1[C:24]2[CH:25]=[CH:26][CH:27]=[CH:28][C:23]=2[CH:22]=[C:21]1[C:29]1[N:33]2[N:34]=[C:35](Cl)[CH:36]=[CH:37][C:32]2=[N:31][CH:30]=1, predict the reaction product. The product is: [O:20]1[C:24]2[CH:25]=[CH:26][CH:27]=[CH:28][C:23]=2[CH:22]=[C:21]1[C:29]1[N:33]2[N:34]=[C:35]([NH:10][C:8](=[O:9])[CH:7]([OH:17])[CH:11]3[CH2:12][CH2:13][O:14][CH2:15][CH2:16]3)[CH:36]=[CH:37][C:32]2=[N:31][CH:30]=1.